The task is: Predict the reaction yield, written as a fraction of the theoretical maximum amount of product (1.0 means a 100% yield; for example, 0.34 means a 34% yield).. This data is from Reaction yield outcomes from USPTO patents with 853,638 reactions. The reactants are [Br:1][C:2]1[CH:7]=[CH:6][C:5]([CH3:8])=[C:4]([Cl:9])[CH:3]=1.[Br:10]NC(=O)CCC(N)=O. The catalyst is C(Cl)(Cl)(Cl)Cl.C(OOC(=O)C1C=CC=CC=1)(=O)C1C=CC=CC=1. The product is [Br:1][C:2]1[CH:7]=[CH:6][C:5]([CH2:8][Br:10])=[C:4]([Cl:9])[CH:3]=1. The yield is 0.710.